This data is from Catalyst prediction with 721,799 reactions and 888 catalyst types from USPTO. The task is: Predict which catalyst facilitates the given reaction. (1) Reactant: C(OC([N:8]1[CH2:13][CH2:12][N:11]([CH:14]2[CH2:19][CH2:18][N:17]([C:20](=[O:62])[NH:21][C:22]3[C:27]([Cl:28])=[CH:26][C:25]([C:29]4[CH:34]=[CH:33][C:32]([C:35]5[N:36]=[C:37]([C@@H:40]6[CH2:44][C@H:43]([CH3:45])[CH2:42][N:41]6[C:46](=[O:56])[C@@H:47]([NH:51][C:52]([O:54][CH3:55])=[O:53])[CH:48]([CH3:50])[CH3:49])[NH:38][CH:39]=5)=[CH:31][CH:30]=4)=[C:24]([O:57][C:58]([F:61])([F:60])[F:59])[CH:23]=3)[CH2:16][CH2:15]2)[C@@H:10]([CH3:63])[CH2:9]1)=O)(C)(C)C. Product: [CH3:55][O:54][C:52](=[O:53])[NH:51][C@H:47]([C:46]([N:41]1[CH2:42][C@@H:43]([CH3:45])[CH2:44][C@H:40]1[C:37]1[NH:38][CH:39]=[C:35]([C:32]2[CH:31]=[CH:30][C:29]([C:25]3[CH:26]=[C:27]([Cl:28])[C:22]([NH:21][C:20]([N:17]4[CH2:18][CH2:19][CH:14]([N:11]5[CH2:12][CH2:13][NH:8][CH2:9][C@@H:10]5[CH3:63])[CH2:15][CH2:16]4)=[O:62])=[CH:23][C:24]=3[O:57][C:58]([F:61])([F:60])[F:59])=[CH:34][CH:33]=2)[N:36]=1)=[O:56])[CH:48]([CH3:49])[CH3:50]. The catalyst class is: 89. (2) Reactant: [C:1]([O:5][C:6]([N:8]1[CH2:13][C:12](=O)[NH:11][C:10]([C:18]2[CH:23]=[C:22]([Br:24])[CH:21]=[CH:20][C:19]=2[F:25])([CH:15]([F:17])[F:16])[CH2:9]1)=[O:7])([CH3:4])([CH3:3])[CH3:2].COC1C=CC(P2(SP(C3C=CC(OC)=CC=3)(=S)S2)=[S:35])=CC=1. Product: [C:1]([O:5][C:6]([N:8]1[CH2:13][C:12](=[S:35])[NH:11][C:10]([C:18]2[CH:23]=[C:22]([Br:24])[CH:21]=[CH:20][C:19]=2[F:25])([CH:15]([F:17])[F:16])[CH2:9]1)=[O:7])([CH3:4])([CH3:3])[CH3:2]. The catalyst class is: 1. (3) Reactant: [CH:1]1[CH2:5][CH:4]=[CH:3][CH:2]=1.[H-].[Na+].Cl[CH2:9][CH2:10][CH2:11][Si:12]([O:19][CH2:20][CH3:21])([O:16][CH2:17][CH3:18])[O:13][CH2:14][CH3:15]. Product: [C:2]1([CH2:9][CH2:10][CH2:11][Si:12]([O:13][CH2:14][CH3:15])([O:19][CH2:20][CH3:21])[O:16][CH2:17][CH3:18])[CH2:1][CH:5]=[CH:4][CH:3]=1. The catalyst class is: 7. (4) Reactant: [Br:1][C:2]1[CH:10]=[C:9]2[C:5]([C:6]([NH2:11])=[N:7][NH:8]2)=[CH:4][CH:3]=1.[CH:12]1([C:15](Cl)=[O:16])[CH2:14][CH2:13]1. The catalyst class is: 17. Product: [Br:1][C:2]1[CH:10]=[C:9]2[C:5]([C:6]([NH:11][C:15]([CH:12]3[CH2:14][CH2:13]3)=[O:16])=[N:7][NH:8]2)=[CH:4][CH:3]=1. (5) Reactant: [CH3:1][N:2]1[C:6]2[CH2:7][NH:8][CH2:9][CH2:10][C:5]=2[CH:4]=[N:3]1.Br[C:12]1[CH:13]=[C:14]([CH:30]=[CH:31][CH:32]=1)[O:15][CH2:16][CH:17]([OH:29])[CH2:18][N:19]1[CH2:28][CH2:27][C:26]2[C:21](=[CH:22][CH:23]=[CH:24][CH:25]=2)[CH2:20]1.C([O-])([O-])=O.[Cs+].[Cs+].CC(OC1C=CC=C(OC(C)C)C=1C1C(P(C2CCCCC2)C2CCCCC2)=CC=CC=1)C. Product: [CH2:20]1[C:21]2[C:26](=[CH:25][CH:24]=[CH:23][CH:22]=2)[CH2:27][CH2:28][N:19]1[CH2:18][CH:17]([OH:29])[CH2:16][O:15][C:14]1[CH:30]=[CH:31][CH:32]=[C:12]([N:8]2[CH2:9][CH2:10][C:5]3[CH:4]=[N:3][N:2]([CH3:1])[C:6]=3[CH2:7]2)[CH:13]=1. The catalyst class is: 38. (6) The catalyst class is: 20. Product: [NH2:1][CH2:4][C:5]1[CH:19]=[C:18]([Cl:20])[CH:17]=[CH:16][C:6]=1[CH2:7][NH:8][C:9](=[O:15])[O:10][C:11]([CH3:14])([CH3:13])[CH3:12]. Reactant: [N:1]([CH2:4][C:5]1[CH:19]=[C:18]([Cl:20])[CH:17]=[CH:16][C:6]=1[CH2:7][NH:8][C:9](=[O:15])[O:10][C:11]([CH3:14])([CH3:13])[CH3:12])=[N+]=[N-].C1(P(C2C=CC=CC=2)C2C=CC=CC=2)C=CC=CC=1.